Dataset: Full USPTO retrosynthesis dataset with 1.9M reactions from patents (1976-2016). Task: Predict the reactants needed to synthesize the given product. Given the product [Cl:39][C:40]1[CH:41]=[C:42]([C:48]2([C:64]([F:65])([F:66])[F:67])[O:52][N:51]=[C:50]([C:53]3[CH:58]=[CH:57][C:56]([C:59]4([F:63])[CH2:62][N:61]([C:1](=[O:6])[CH2:2][CH2:3][CH3:4])[CH2:60]4)=[CH:55][CH:54]=3)[CH2:49]2)[CH:43]=[C:44]([Cl:47])[C:45]=1[F:46], predict the reactants needed to synthesize it. The reactants are: [C:1]([OH:6])(=O)[CH2:2][CH2:3][CH3:4].CN(C(ON1N=NC2C=CC=NC1=2)=[N+](C)C)C.F[P-](F)(F)(F)(F)F.C(N(CC)CC)C.Cl.[Cl:39][C:40]1[CH:41]=[C:42]([C:48]2([C:64]([F:67])([F:66])[F:65])[O:52][N:51]=[C:50]([C:53]3[CH:58]=[CH:57][C:56]([C:59]4([F:63])[CH2:62][NH:61][CH2:60]4)=[CH:55][CH:54]=3)[CH2:49]2)[CH:43]=[C:44]([Cl:47])[C:45]=1[F:46].